Dataset: Forward reaction prediction with 1.9M reactions from USPTO patents (1976-2016). Task: Predict the product of the given reaction. (1) Given the reactants [CH3:1][S:2]([NH2:5])(=[O:4])=[O:3].CN(C1C=CC=CN=1)C.Cl.CN(C)CCCN=C=NCC.[CH3:27][O:28][C:29]1[CH:30]=[CH:31][C:32]2[N:33]([N:35]=[C:36]([C:48]3[CH:53]=[CH:52][CH:51]=[CH:50][CH:49]=3)[C:37]=2[CH2:38][C:39]2[N:44]=[C:43]([C:45](O)=[O:46])[CH:42]=[CH:41][CH:40]=2)[CH:34]=1.Cl, predict the reaction product. The product is: [CH3:1][S:2]([NH:5][C:45]([C:43]1[CH:42]=[CH:41][CH:40]=[C:39]([CH2:38][C:37]2[C:36]([C:48]3[CH:53]=[CH:52][CH:51]=[CH:50][CH:49]=3)=[N:35][N:33]3[CH:34]=[C:29]([O:28][CH3:27])[CH:30]=[CH:31][C:32]=23)[N:44]=1)=[O:46])(=[O:4])=[O:3]. (2) The product is: [CH2:1]([CH:3]1[CH2:9][CH:8]([NH:26][S:24]([C:21]([CH3:23])([CH3:22])[CH3:20])=[O:25])[CH2:7][CH2:6][CH:5]([C:11]2[N:12]([CH3:19])[N:13]=[CH:14][C:15]=2[N+:16]([O-:18])=[O:17])[O:4]1)[CH3:2]. Given the reactants [CH2:1]([CH:3]1[CH2:9][C:8](=O)[CH2:7][CH2:6][CH:5]([C:11]2[N:12]([CH3:19])[N:13]=[CH:14][C:15]=2[N+:16]([O-:18])=[O:17])[O:4]1)[CH3:2].[CH3:20][C:21]([S@:24]([NH2:26])=[O:25])([CH3:23])[CH3:22].[BH4-].[Na+], predict the reaction product.